Predict which catalyst facilitates the given reaction. From a dataset of Catalyst prediction with 721,799 reactions and 888 catalyst types from USPTO. Reactant: [CH3:1][O:2][C:3]1[CH:4]=[C:5]2[C:10](=[CH:11][C:12]=1[O:13][CH3:14])[N:9]=[CH:8][CH:7]=[C:6]2[O:15][C:16]1[CH:22]=[CH:21][C:19]([NH2:20])=[C:18]([N+:23]([O-:25])=[O:24])[CH:17]=1.C(N(CC)CC)C.ClC(Cl)(O[C:37](=[O:43])OC(Cl)(Cl)Cl)Cl.[CH2:45]([N:52]1[CH2:57][CH2:56][CH:55]([NH2:58])[CH2:54][CH2:53]1)[C:46]1[CH:51]=[CH:50][CH:49]=[CH:48][CH:47]=1. Product: [CH2:45]([N:52]1[CH2:57][CH2:56][CH:55]([NH:58][C:37]([NH:20][C:19]2[CH:21]=[CH:22][C:16]([O:15][C:6]3[C:5]4[C:10](=[CH:11][C:12]([O:13][CH3:14])=[C:3]([O:2][CH3:1])[CH:4]=4)[N:9]=[CH:8][CH:7]=3)=[CH:17][C:18]=2[N+:23]([O-:25])=[O:24])=[O:43])[CH2:54][CH2:53]1)[C:46]1[CH:47]=[CH:48][CH:49]=[CH:50][CH:51]=1. The catalyst class is: 146.